From a dataset of Catalyst prediction with 721,799 reactions and 888 catalyst types from USPTO. Predict which catalyst facilitates the given reaction. Reactant: [F:1][C:2]([F:7])([F:6])[C:3]([OH:5])=[O:4].[CH:8]1([CH:13]([N:18]2[CH:22]=[C:21]([C:23]3[C:24]4[CH:32]=[CH:31][N:30](OCC[Si](C)(C)C)[C:25]=4[N:26]=[C:27](C)[N:28]=3)[CH:20]=[N:19]2)[CH2:14][CH:15]2[CH2:17][CH2:16]2)[CH2:12][CH2:11][CH2:10][CH2:9]1.C(O)(C(F)(F)F)=O. Product: [F:1][C:2]([F:7])([F:6])[C:3]([OH:5])=[O:4].[CH:8]1([CH:13]([N:18]2[CH:22]=[C:21]([C:23]3[C:24]4[CH:32]=[CH:31][NH:30][C:25]=4[N:26]=[CH:27][N:28]=3)[CH:20]=[N:19]2)[CH2:14][CH:15]2[CH2:17][CH2:16]2)[CH2:12][CH2:11][CH2:10][CH2:9]1. The catalyst class is: 2.